This data is from Reaction yield outcomes from USPTO patents with 853,638 reactions. The task is: Predict the reaction yield, written as a fraction of the theoretical maximum amount of product (1.0 means a 100% yield; for example, 0.34 means a 34% yield). The reactants are [Cl:1][C:2]1[CH:10]=[CH:9][C:5]([C:6]([NH2:8])=[S:7])=[CH:4][CH:3]=1.Cl[CH2:12][C:13]([CH2:15]Cl)=O.O.[C-:18]#[N:19].[Na+]. The catalyst is C(O)C. The product is [Cl:1][C:2]1[CH:10]=[CH:9][C:5]([C:6]2[S:7][CH:12]=[C:13]([CH2:15][C:18]#[N:19])[N:8]=2)=[CH:4][CH:3]=1. The yield is 1.00.